Dataset: Full USPTO retrosynthesis dataset with 1.9M reactions from patents (1976-2016). Task: Predict the reactants needed to synthesize the given product. (1) Given the product [CH:17]1([NH:20][CH2:6][C:5]2[CH:8]=[C:9]([O:11][CH2:12][CH2:13][CH2:14][O:15][CH3:16])[CH:10]=[C:3]([O:2][CH3:1])[CH:4]=2)[CH2:19][CH2:18]1, predict the reactants needed to synthesize it. The reactants are: [CH3:1][O:2][C:3]1[CH:4]=[C:5]([CH:8]=[C:9]([O:11][CH2:12][CH2:13][CH2:14][O:15][CH3:16])[CH:10]=1)[CH:6]=O.[CH:17]1([NH2:20])[CH2:19][CH2:18]1. (2) Given the product [Cl:1][C:2]1[CH:3]=[C:4]2[C:9](=[CH:10][N:11]=1)[CH2:8][N:7]([C:12]1[C:17]([F:18])=[C:16]([O:19][CH3:20])[CH:15]=[C:14]([O:21][CH3:22])[C:13]=1[F:23])[C:6](=[O:24])[CH2:5]2, predict the reactants needed to synthesize it. The reactants are: [Cl:1][C:2]1[CH:3]=[C:4]2[C:9](=[CH:10][N:11]=1)[CH2:8][N:7]([C:12]1[C:17]([F:18])=[C:16]([O:19][CH3:20])[CH:15]=[C:14]([O:21][CH3:22])[C:13]=1[F:23])[C:6](=[O:24])[CH:5]2C(OCC)=O.O1CCOCC1. (3) Given the product [O:29]1[CH2:30][CH2:31][NH:47][CH2:36][CH2:34][O:33][B:28]1[C:2]1[C:3]([C:12]([F:15])([F:14])[F:13])=[CH:4][C:5]([NH:8][C:9](=[O:11])[CH3:10])=[N:6][CH:7]=1, predict the reactants needed to synthesize it. The reactants are: Br[C:2]1[C:3]([C:12]([F:15])([F:14])[F:13])=[CH:4][C:5]([NH:8][C:9](=[O:11])[CH3:10])=[N:6][CH:7]=1.O1CCCC1.[Cl-].[Li+].C([Mg]Cl)(C)C.[B:28](OC(C)C)([O:33][CH:34]([CH3:36])C)[O:29][CH:30](C)[CH3:31].CC1CCCO1.[NH:47](CCO)CCO. (4) Given the product [NH2:5][C:6]1[CH:11]=[CH:10][C:9]([NH:12][S:13]([CH3:16])(=[O:14])=[O:15])=[CH:8][C:7]=1[S:2]([NH2:3])(=[O:1])=[O:18], predict the reactants needed to synthesize it. The reactants are: [O:1]=[S:2]1(=[O:18])[C:7]2[CH:8]=[C:9]([NH:12][S:13]([CH3:16])(=[O:15])=[O:14])[CH:10]=[CH:11][C:6]=2[NH:5]C(=O)[NH:3]1. (5) Given the product [CH2:1]([N:4]1[C:12](=[O:13])[C:11]2[C:6](=[N:7][C:8]([NH:29][C:28]3[CH:30]=[CH:31][C:32]([N:33]4[CH2:34][CH2:35][N:36]([CH3:39])[CH2:37][CH2:38]4)=[C:26]([CH3:25])[CH:27]=3)=[N:9][CH:10]=2)[N:5]1[C:16]1[CH:21]=[CH:20][CH:19]=[C:18]([CH:22]([OH:24])[CH3:23])[N:17]=1)[CH:2]=[CH2:3], predict the reactants needed to synthesize it. The reactants are: [CH2:1]([N:4]1[C:12](=[O:13])[C:11]2[C:6](=[N:7][C:8](SC)=[N:9][CH:10]=2)[N:5]1[C:16]1[CH:21]=[CH:20][CH:19]=[C:18]([C@H:22]([OH:24])[CH3:23])[N:17]=1)[CH:2]=[CH2:3].[CH3:25][C:26]1[CH:27]=[C:28]([CH:30]=[CH:31][C:32]=1[N:33]1[CH2:38][CH2:37][N:36]([CH3:39])[CH2:35][CH2:34]1)[NH2:29]. (6) The reactants are: C([O:3][CH:4](OCC)[CH2:5][N:6]([CH3:8])[CH3:7])C.Cl.[S:13](S([O-])=O)([O-:16])(=[O:15])=[O:14].[Na+].[Na+].C(O)C. Given the product [CH3:7][N:6]([CH2:5][CH:4]=[O:3])[CH3:8].[S:13]([O-:16])([OH:15])=[O:14], predict the reactants needed to synthesize it. (7) Given the product [NH:17]1[C:18]2[C:14](=[CH:13][CH:12]=[C:11]([NH:10][C:2]3[N:7]=[C:6]([NH:10][C:11]4[CH:19]=[C:18]5[C:14]([CH:15]=[CH:16][NH:17]5)=[CH:13][CH:12]=4)[C:5]([F:9])=[CH:4][N:3]=3)[CH:19]=2)[CH:15]=[CH:16]1, predict the reactants needed to synthesize it. The reactants are: Cl[C:2]1[N:7]=[C:6](Cl)[C:5]([F:9])=[CH:4][N:3]=1.[NH2:10][C:11]1[CH:19]=[C:18]2[C:14]([CH:15]=[CH:16][NH:17]2)=[CH:13][CH:12]=1. (8) Given the product [CH2:52]([N:47]([CH2:48][CH2:49][OH:50])[C:27](=[O:28])[C:26]1[CH:30]=[CH:31][C:23]([N:20]2[CH2:19][CH2:18][CH:17]([NH:16][C:14]([C:11]3[CH:12]=[N:13][C:8]([C:4]4[CH:5]=[CH:6][CH:7]=[C:2]([F:1])[CH:3]=4)=[CH:9][CH:10]=3)=[O:15])[CH2:22][CH2:21]2)=[N:24][CH:25]=1)[CH3:51], predict the reactants needed to synthesize it. The reactants are: [F:1][C:2]1[CH:3]=[C:4]([C:8]2[N:13]=[CH:12][C:11]([C:14]([NH:16][CH:17]3[CH2:22][CH2:21][N:20]([C:23]4[CH:31]=[CH:30][C:26]([C:27](O)=[O:28])=[CH:25][N:24]=4)[CH2:19][CH2:18]3)=[O:15])=[CH:10][CH:9]=2)[CH:5]=[CH:6][CH:7]=1.C(Cl)CCl.C1C=CC2N(O)N=NC=2C=1.C[N:47]1[CH2:52][CH2:51][O:50][CH2:49][CH2:48]1.C(NCCO)C.